This data is from Experimentally validated miRNA-target interactions with 360,000+ pairs, plus equal number of negative samples. The task is: Binary Classification. Given a miRNA mature sequence and a target amino acid sequence, predict their likelihood of interaction. The miRNA is hsa-miR-509-5p with sequence UACUGCAGACAGUGGCAAUCA. The protein sequence of the target gene is MIPLLLSLLAALVLTQAPAALADDLKEDSSEDRAFRVRIGATQLRGVLGGALAIPCHVHHLRPPHSRRAAPGFPRVKWTFLSGDREVEVLVARGLRVKVNEAYRFRVALPAYPASLTDVSLVLSELRPNDSGVYRCEVQHGIDDSSDAVEVKVKGVVFLYREGSARYAFSFAGAQEACARIGARIATPEQLYAAYLGGYEQCDAGWLSDQTVRYPIQNPREACSGDMDGYPGVRNYGVVGPDDLYDVYCYAEDLNGELFLGAPPSKLTWEEARDYCLERGAQIASTGQLYAAWNGGLDRC.... Result: 0 (no interaction).